Dataset: Reaction yield outcomes from USPTO patents with 853,638 reactions. Task: Predict the reaction yield, written as a fraction of the theoretical maximum amount of product (1.0 means a 100% yield; for example, 0.34 means a 34% yield). (1) The yield is 1.00. The reactants are [Cl:1][C:2]1[CH:7]=[CH:6][CH:5]=[C:4]([N+:8]([O-])=O)[C:3]=1[N:11]1[CH2:16][CH2:15][N:14]([CH2:17][CH2:18][CH2:19][N:20]2[C:28]3[CH2:27][CH2:26][N:25]([S:29]([CH3:32])(=[O:31])=[O:30])[CH2:24][C:23]=3[C:22]([C:33]3[CH:38]=[CH:37][C:36]([C:39]([F:42])([F:41])[F:40])=[CH:35][CH:34]=3)=[N:21]2)[CH2:13][CH2:12]1.C(O)(=O)C. The product is [Cl:1][C:2]1[C:3]([N:11]2[CH2:16][CH2:15][N:14]([CH2:17][CH2:18][CH2:19][N:20]3[C:28]4[CH2:27][CH2:26][N:25]([S:29]([CH3:32])(=[O:30])=[O:31])[CH2:24][C:23]=4[C:22]([C:33]4[CH:34]=[CH:35][C:36]([C:39]([F:40])([F:41])[F:42])=[CH:37][CH:38]=4)=[N:21]3)[CH2:13][CH2:12]2)=[C:4]([NH2:8])[CH:5]=[CH:6][CH:7]=1. The catalyst is CCO.[Zn]. (2) The reactants are [Cl:1][C:2]1[CH:3]=[C:4]([CH:6]=[CH:7][C:8]=1[Cl:9])[NH2:5].[CH:10](=O)[CH2:11][CH2:12][CH3:13]. No catalyst specified. The product is [CH2:10]([NH:5][C:4]1[CH:6]=[CH:7][C:8]([Cl:9])=[C:2]([Cl:1])[CH:3]=1)[CH2:11][CH2:12][CH3:13]. The yield is 0.570. (3) The reactants are [C:1]([O:4][C:5]1[CH:13]=[CH:12][CH:11]=[CH:10][C:6]=1[C:7]([OH:9])=O)(=[O:3])[CH3:2].[CH3:14][C:15]1[N:16]=[C:17]([NH2:26])[S:18][C:19]=1[CH2:20][CH2:21][O:22][N+:23]([O-:25])=[O:24]. No catalyst specified. The product is [CH3:14][C:15]1[N:16]=[C:17]([NH:26][C:7]([C:6]2[CH:10]=[CH:11][CH:12]=[CH:13][C:5]=2[O:4][C:1](=[O:3])[CH3:2])=[O:9])[S:18][C:19]=1[CH2:20][CH2:21][O:22][N+:23]([O-:25])=[O:24]. The yield is 0.250. (4) The reactants are [ClH:1].O1CCOCC1.OC(C(F)(F)F)=O.[Cl:15][C:16]1[CH:21]=[CH:20][CH:19]=[CH:18][C:17]=1[C:22]1[S:26][C:25]([C:27]([N:29]2[CH2:34][CH2:33][N:32](C(OC(C)(C)C)=O)[CH2:31][CH:30]2[CH2:42][O:43][C:44]2[CH:45]=[N:46][CH:47]=[CH:48][CH:49]=2)=[O:28])=[CH:24][CH:23]=1. The catalyst is CO. The product is [ClH:15].[ClH:1].[Cl:15][C:16]1[CH:21]=[CH:20][CH:19]=[CH:18][C:17]=1[C:22]1[S:26][C:25]([C:27]([N:29]2[CH2:34][CH2:33][NH:32][CH2:31][CH:30]2[CH2:42][O:43][C:44]2[CH:45]=[N:46][CH:47]=[CH:48][CH:49]=2)=[O:28])=[CH:24][CH:23]=1. The yield is 0.400. (5) The reactants are [ClH:1].[NH2:2][C@H:3]([C:8]([OH:10])=[O:9])[CH2:4][CH2:5][CH2:6][NH2:7].[CH3:11]O. No catalyst specified. The product is [ClH:1].[CH3:11][O:9][C:8](=[O:10])[C@H:3]([CH2:4][CH2:5][CH2:6][NH2:7])[NH2:2]. The yield is 0.970. (6) The reactants are [N-:1]=[N+:2]=[N-:3].[Na+].[Br:5][C:6]1[C:11]([O:12][C:13]2[CH:14]=[C:15]([CH:18]=[C:19]([Cl:21])[CH:20]=2)[C:16]#[N:17])=[C:10]([F:22])[C:9]([CH2:23]Br)=[CH:8][CH:7]=1. The catalyst is CS(C)=O.CCOC(C)=O. The product is [N:1]([CH2:23][C:9]1[C:10]([F:22])=[C:11]([O:12][C:13]2[CH:14]=[C:15]([CH:18]=[C:19]([Cl:21])[CH:20]=2)[C:16]#[N:17])[C:6]([Br:5])=[CH:7][CH:8]=1)=[N+:2]=[N-:3]. The yield is 0.830.